Dataset: Full USPTO retrosynthesis dataset with 1.9M reactions from patents (1976-2016). Task: Predict the reactants needed to synthesize the given product. (1) Given the product [CH3:48][O:47][C:45](=[O:46])[CH2:44][NH:41][C:42]([NH:37][CH2:36][CH2:35][NH:34][C:32]([NH:31][C:25]1[CH:26]=[CH:27][CH:28]=[C:29]([CH3:30])[C:24]=1[C:20]1[CH:21]=[CH:22][CH:23]=[C:18]([S:15]([C:13]2[CH:14]=[C:10]([C:8]([NH:7][C:6]([O:5][C:1]([CH3:3])([CH3:4])[CH3:2])=[O:40])=[NH:9])[S:11][C:12]=2[S:38][CH3:39])(=[O:16])=[O:17])[CH:19]=1)=[O:33])=[O:43], predict the reactants needed to synthesize it. The reactants are: [C:1]([O:5][C:6](=[O:40])[NH:7][C:8]([C:10]1[S:11][C:12]([S:38][CH3:39])=[C:13]([S:15]([C:18]2[CH:19]=[C:20]([C:24]3[C:29]([CH3:30])=[CH:28][CH:27]=[CH:26][C:25]=3[NH:31][C:32]([NH:34][CH2:35][CH2:36][NH2:37])=[O:33])[CH:21]=[CH:22][CH:23]=2)(=[O:17])=[O:16])[CH:14]=1)=[NH:9])([CH3:4])([CH3:3])[CH3:2].[N:41]([CH2:44][C:45]([O:47][CH2:48]C)=[O:46])=[C:42]=[O:43]. (2) Given the product [CH3:1][O:2][C:3]1[CH:4]=[C:5]([CH:8]=[C:9]([O:11][CH3:12])[CH:10]=1)[CH2:6][Br:14], predict the reactants needed to synthesize it. The reactants are: [CH3:1][O:2][C:3]1[CH:4]=[C:5]([CH:8]=[C:9]([O:11][CH3:12])[CH:10]=1)[CH2:6]O.P(Br)(Br)[Br:14]. (3) Given the product [CH3:18][O:12][C:11](=[O:13])[CH2:10][C:5]1[CH:6]=[CH:7][CH:8]=[CH:9][C:4]=1[N+:1]([O-:3])=[O:2], predict the reactants needed to synthesize it. The reactants are: [N+:1]([C:4]1[CH:9]=[CH:8][CH:7]=[CH:6][C:5]=1[CH2:10][C:11]([OH:13])=[O:12])([O-:3])=[O:2].S(Cl)(Cl)=O.[CH3:18]O. (4) Given the product [Br-:7].[CH2:8]([N+:4]1[CH:5]=[CH:6][N:2]([CH3:1])[CH:3]=1)[CH2:9][CH2:10][CH2:11][CH2:12][CH2:13][CH2:14][CH2:15][CH2:16][CH3:17], predict the reactants needed to synthesize it. The reactants are: [CH3:1][N:2]1[CH:6]=[CH:5][N:4]=[CH:3]1.[Br:7][CH2:8][CH2:9][CH2:10][CH2:11][CH2:12][CH2:13][CH2:14][CH2:15][CH2:16][CH3:17]. (5) Given the product [NH2:36][CH2:35][C:31]1[CH:30]=[C:29]([NH:28][C:24]2[N:23]=[C:22]([C:21]3[C:13]([C:9]4[CH:8]=[C:7]([NH:6][C:4](=[O:5])[C:3]5[CH:43]=[C:44]([F:47])[CH:45]=[CH:46][C:2]=5[F:1])[CH:12]=[CH:11][CH:10]=4)=[N:14][N:15]4[CH:20]=[CH:19][CH:18]=[CH:17][C:16]=34)[CH:27]=[CH:26][N:25]=2)[CH:34]=[CH:33][CH:32]=1, predict the reactants needed to synthesize it. The reactants are: [F:1][C:2]1[CH:46]=[CH:45][C:44]([F:47])=[CH:43][C:3]=1[C:4]([NH:6][C:7]1[CH:12]=[CH:11][CH:10]=[C:9]([C:13]2[C:21]([C:22]3[CH:27]=[CH:26][N:25]=[C:24]([NH:28][C:29]4[CH:34]=[CH:33][CH:32]=[C:31]([CH2:35][NH:36]C(=O)C(F)(F)F)[CH:30]=4)[N:23]=3)=[C:16]3[CH:17]=[CH:18][CH:19]=[CH:20][N:15]3[N:14]=2)[CH:8]=1)=[O:5].O[Li].O. (6) The reactants are: [CH:1]([N:4]1[CH2:9][CH2:8][N:7]([C:10]([C@H:12]2[CH2:17][CH2:16][C@H:15]([NH:18][S:19]([C:22]3[CH:27]=[CH:26][CH:25]=[CH:24][C:23]=3[CH3:28])(=[O:21])=[O:20])[CH2:14][CH2:13]2)=[O:11])[CH2:6][CH2:5]1)([CH3:3])[CH3:2].[C:29](C=P(CCCC)(CCCC)CCCC)#N.CO. Given the product [CH:1]([N:4]1[CH2:5][CH2:6][N:7]([C:10]([C@H:12]2[CH2:17][CH2:16][C@H:15]([N:18]([CH3:29])[S:19]([C:22]3[CH:27]=[CH:26][CH:25]=[CH:24][C:23]=3[CH3:28])(=[O:21])=[O:20])[CH2:14][CH2:13]2)=[O:11])[CH2:8][CH2:9]1)([CH3:3])[CH3:2], predict the reactants needed to synthesize it.